Task: Predict the reactants needed to synthesize the given product.. Dataset: Full USPTO retrosynthesis dataset with 1.9M reactions from patents (1976-2016) (1) Given the product [NH:23]1[C:31]2[C:26](=[N:27][CH:28]=[CH:29][CH:30]=2)[C:25]([N:32]2[CH2:36][CH2:35][CH:34]([NH:37][C:16](=[O:17])[O:18][C:19]([CH3:20])([CH3:21])[CH3:22])[CH2:33]2)=[CH:24]1, predict the reactants needed to synthesize it. The reactants are: C(N(CC)CC)C.[C:19]([O:18][C:16](O[C:16]([O:18][C:19]([CH3:22])([CH3:21])[CH3:20])=[O:17])=[O:17])([CH3:22])([CH3:21])[CH3:20].[NH:23]1[C:31]2[C:26](=[N:27][CH:28]=[CH:29][CH:30]=2)[C:25]([N:32]2[CH2:36][CH2:35][CH:34]([NH2:37])[CH2:33]2)=[CH:24]1. (2) Given the product [CH3:1][C:2]1[O:6][N:5]=[C:4]([CH2:7][O:8][C:9]2[CH:14]=[CH:13][C:12]([NH2:15])=[CH:11][CH:10]=2)[N:3]=1, predict the reactants needed to synthesize it. The reactants are: [CH3:1][C:2]1[O:6][N:5]=[C:4]([CH2:7][O:8][C:9]2[CH:14]=[CH:13][C:12]([N+:15]([O-])=O)=[CH:11][CH:10]=2)[N:3]=1.S(=O)(=O)(O)[O-].[Na+].C(=O)(O)[O-].[Na+].C([O-])([O-])=O.[K+].[K+]. (3) Given the product [C:1]1([C:15]2[CH:20]=[CH:19][CH:18]=[CH:17][CH:16]=2)[CH:6]=[CH:5][CH:4]=[CH:3][C:2]=1[CH:7]1[N:14]([CH2:32][C:30]2[N:31]=[C:27]([C:21]3[CH:22]=[CH:23][CH:24]=[CH:25][CH:26]=3)[S:28][CH:29]=2)[C:10](=[O:12])[CH2:9][CH2:8]1, predict the reactants needed to synthesize it. The reactants are: [C:1]1([C:15]2[CH:20]=[CH:19][CH:18]=[CH:17][CH:16]=2)[CH:6]=[CH:5][CH:4]=[CH:3][C:2]=1[CH:7]([NH2:14])[CH2:8][CH2:9][C:10]([O:12]C)=O.[C:21]1([C:27]2[S:28][CH:29]=[C:30]([CH:32]=O)[N:31]=2)[CH:26]=[CH:25][CH:24]=[CH:23][CH:22]=1. (4) Given the product [CH2:2]([O:4][C:5]([C@@H:7]1[C@@H:11]([NH:12][C:13]([C:15]2[S:16][C:17]([Cl:20])=[CH:18][CH:19]=2)=[O:14])[CH2:10][N:9]([CH2:15][C:13](=[O:14])[NH:12][C:26]2[CH:31]=[CH:30][C:29]([N:32]3[CH:37]=[CH:36][CH:35]=[CH:34][C:33]3=[O:38])=[CH:28][C:27]=2[F:39])[CH2:8]1)=[O:6])[CH3:3], predict the reactants needed to synthesize it. The reactants are: Cl.[CH2:2]([O:4][C:5]([C@@H:7]1[C@@H:11]([NH:12][C:13]([C:15]2[S:16][C:17]([Cl:20])=[CH:18][CH:19]=2)=[O:14])[CH2:10][NH:9][CH2:8]1)=[O:6])[CH3:3].BrC([C:26]1[CH:31]=[CH:30][C:29]([N:32]2[CH:37]=[CH:36][CH:35]=[CH:34][C:33]2=[O:38])=[CH:28][C:27]=1[F:39])C(N)=O. (5) Given the product [CH2:37]([S:34]([NH:4][C:5]([CH:7]1[CH2:12][CH2:11][N:10]([C:13]2[C:23]([C:24]#[N:25])=[CH:22][C:16]([C:17]([O:19][CH2:20][CH3:21])=[O:18])=[C:15]([O:26][CH2:87][CH2:88][C:89]#[N:90])[N:14]=2)[CH2:9][CH2:8]1)=[O:6])(=[O:35])=[O:36])[C:38]1[CH:39]=[CH:40][CH:41]=[CH:42][CH:43]=1, predict the reactants needed to synthesize it. The reactants are: C([N:4]([S:34]([CH2:37][C:38]1[CH:43]=[CH:42][CH:41]=[CH:40][CH:39]=1)(=[O:36])=[O:35])[C:5]([CH:7]1[CH2:12][CH2:11][N:10]([C:13]2[C:23]([C:24]#[N:25])=[CH:22][C:16]([C:17]([O:19][CH2:20][CH3:21])=[O:18])=[C:15]([O:26]S(C(F)(F)F)(=O)=O)[N:14]=2)[CH2:9][CH2:8]1)=[O:6])C=C.CC1(C)C2C(=C(P(C3C=CC=CC=3)C3C=CC=CC=3)C=CC=2)OC2C(P(C3C=CC=CC=3)C3C=CC=CC=3)=CC=CC1=2.O[CH2:87][CH2:88][C:89]#[N:90].CCN(C(C)C)C(C)C. (6) Given the product [CH3:4][CH:8]([CH3:9])[CH2:7][NH:3][C:4]1[S:5][C:6]([CH2:14][C:15]2[CH:20]=[CH:19][CH:18]=[CH:17][CH:16]=2)=[CH:7][C:8]=1[C:9]([O:11][CH2:12][CH3:13])=[O:10], predict the reactants needed to synthesize it. The reactants are: [BH4-].[Na+].[NH2:3][C:4]1[S:5][C:6]([CH2:14][C:15]2[CH:20]=[CH:19][CH:18]=[CH:17][CH:16]=2)=[CH:7][C:8]=1[C:9]([O:11][CH2:12][CH3:13])=[O:10].C(=O)(O)[O-].[Na+]. (7) Given the product [Br:1][C:2]1[CH:10]=[CH:9][CH:8]=[C:7]2[C:3]=1[C:4]([C:17]1[C:25]([OH:26])=[CH:24][C:20]3[O:21][CH2:22][O:23][C:19]=3[CH:18]=1)([CH2:37][OH:38])[C:5](=[O:16])[N:6]2[CH2:11][CH2:12][CH2:13][CH2:14][CH3:15], predict the reactants needed to synthesize it. The reactants are: [Br:1][C:2]1[CH:10]=[CH:9][CH:8]=[C:7]2[C:3]=1[CH:4]([C:17]1[C:25]([OH:26])=[CH:24][C:20]3[O:21][CH2:22][O:23][C:19]=3[CH:18]=1)[C:5](=[O:16])[N:6]2[CH2:11][CH2:12][CH2:13][CH2:14][CH3:15].C(N(CC)CC)C.ClC[SiH3].[CH2:37]=[O:38].FC(F)(F)S([O-])(=O)=O.[Yb+3].FC(F)(F)S([O-])(=O)=O.FC(F)(F)S([O-])(=O)=O.